Dataset: Full USPTO retrosynthesis dataset with 1.9M reactions from patents (1976-2016). Task: Predict the reactants needed to synthesize the given product. (1) Given the product [CH3:6][O:15][C:14](=[O:16])[CH:13]([C:11]#[N:12])[CH:17]([CH:18]([CH3:20])[CH3:19])[CH2:1][CH2:2][CH3:3], predict the reactants needed to synthesize it. The reactants are: [CH2:1]([Mg]Cl)[CH2:2][CH3:3].[CH3:6]COCC.[C:11]([C:13](=[CH:17][CH:18]([CH3:20])[CH3:19])[C:14]([OH:16])=[O:15])#[N:12]. (2) Given the product [C:1]([O:5][C:6]([NH:8][NH:9][CH:10]([CH3:14])[CH2:11][O:12][CH3:13])=[O:7])([CH3:4])([CH3:3])[CH3:2], predict the reactants needed to synthesize it. The reactants are: [C:1]([O:5][C:6]([NH:8][N:9]=[C:10]([CH3:14])[CH2:11][O:12][CH3:13])=[O:7])([CH3:4])([CH3:3])[CH3:2].[H][H]. (3) Given the product [F:1][C:2]1[CH:3]=[C:4]([CH:33]=[C:34]([F:36])[CH:35]=1)[CH2:5][C@H:6]([NH:20][C:21]([C:23]1[CH:24]=[C:25]2[C:29](=[CH:30][CH:31]=1)[CH2:28][CH2:27][CH:26]2[OH:32])=[O:22])[C@H:7]([OH:19])[CH2:8][NH:9][CH2:10][C:11]1[CH:16]=[CH:15][CH:14]=[C:13]([CH2:17][CH3:18])[CH:12]=1, predict the reactants needed to synthesize it. The reactants are: [F:1][C:2]1[CH:3]=[C:4]([CH:33]=[C:34]([F:36])[CH:35]=1)[CH2:5][C@H:6]([NH:20][C:21]([C:23]1[CH:24]=[C:25]2[C:29](=[CH:30][CH:31]=1)[CH2:28][CH2:27][C:26]2=[O:32])=[O:22])[C@H:7]([OH:19])[CH2:8][NH:9][CH2:10][C:11]1[CH:16]=[CH:15][CH:14]=[C:13]([CH2:17][CH3:18])[CH:12]=1.CCCCCC(COC(C1C=CN=CC=1)=O)C.[BH4-].[Na+].